From a dataset of Catalyst prediction with 721,799 reactions and 888 catalyst types from USPTO. Predict which catalyst facilitates the given reaction. (1) Reactant: [CH3:1][C:2]1[C:7]([CH2:8][CH2:9][CH2:10][CH:11]=[CH2:12])=[CH:6][CH:5]=[CH:4][CH:3]=1. Product: [CH3:12][CH:11]1[C:6]2[C:7](=[C:2]([CH3:1])[CH:3]=[CH:4][CH:5]=2)[CH2:8][CH2:9][CH2:10]1. The catalyst class is: 673. (2) The catalyst class is: 4. Reactant: [CH2:1]([O:3][CH2:4][C:5](Cl)=O)[CH3:2].[NH2:8][C:9]1[CH:10]=[N:11][C:12]2[C:17]([C:18]=1[NH:19][CH2:20][C:21]([NH:24][C:25](=[O:31])[O:26][C:27]([CH3:30])([CH3:29])[CH3:28])([CH3:23])[CH3:22])=[CH:16][CH:15]=[C:14]([O:32][CH2:33][C:34]1[CH:39]=[CH:38][CH:37]=[CH:36][CH:35]=1)[CH:13]=2.C(N(CC)CC)C. Product: [CH2:33]([O:32][C:14]1[CH:15]=[CH:16][C:17]2[C:18]3[N:19]([CH2:20][C:21]([NH:24][C:25](=[O:31])[O:26][C:27]([CH3:30])([CH3:29])[CH3:28])([CH3:23])[CH3:22])[C:5]([CH2:4][O:3][CH2:1][CH3:2])=[N:8][C:9]=3[CH:10]=[N:11][C:12]=2[CH:13]=1)[C:34]1[CH:35]=[CH:36][CH:37]=[CH:38][CH:39]=1. (3) Reactant: [O:1]=[C:2]1[CH2:7][CH2:6][CH2:5][CH:4]([C:8]2[CH:13]=[CH:12][CH:11]=[C:10]([C:14]([F:17])([F:16])[F:15])[CH:9]=2)[N:3]1[NH:18]C(=O)OC(C)(C)C.FC(F)(F)C(O)=O. Product: [NH2:18][N:3]1[CH:4]([C:8]2[CH:13]=[CH:12][CH:11]=[C:10]([C:14]([F:15])([F:16])[F:17])[CH:9]=2)[CH2:5][CH2:6][CH2:7][C:2]1=[O:1]. The catalyst class is: 22. (4) Reactant: CN(C)[C:3]1[C:4]([NH:14][S:15]([C:18]2[S:19][C:20]([C:23]3[CH:28]=[CH:27][C:26]([Cl:29])=[CH:25][CH:24]=3)=[CH:21][CH:22]=2)(=[O:17])=[O:16])=[CH:5][C:6]2[CH2:12][CH2:11][NH:10][CH2:9][CH2:8][C:7]=2[CH:13]=1.[CH2:31]([N:33](CC)[CH2:34]C)C.C=O.[C:40](O[BH-](OC(=O)C)OC(=O)C)(=O)C.[Na+]. Product: [CH3:31][N:33]([C:8]1([CH3:40])[C:7]2[CH:13]=[CH:3][C:4]([NH:14][S:15]([C:18]3[S:19][C:20]([C:23]4[CH:28]=[CH:27][C:26]([Cl:29])=[CH:25][CH:24]=4)=[CH:21][CH:22]=3)(=[O:16])=[O:17])=[CH:5][C:6]=2[CH2:12][CH2:11][NH:10][CH2:9]1)[CH3:34]. The catalyst class is: 26. (5) Reactant: [CH3:1][N:2]1[C:6]2[CH:7]=[CH:8][C:9]([N+:11]([O-])=O)=[CH:10][C:5]=2[N:4]=[C:3]1[S:14][CH2:15][C:16]1[N:20]([CH2:21][CH2:22][CH3:23])[CH:19]=[N:18][CH:17]=1.[Cl-].[Ca+2].[Cl-]. Product: [NH2:11][C:9]1[CH:8]=[CH:7][C:6]2[N:2]([CH3:1])[C:3]([S:14][CH2:15][C:16]3[N:20]([CH2:21][CH2:22][CH3:23])[CH:19]=[N:18][CH:17]=3)=[N:4][C:5]=2[CH:10]=1. The catalyst class is: 8. (6) Reactant: O.NN.[CH3:4][C:5]1[C@@H:22]([O:23]C(C)=O)[CH2:21][C@:17]2([OH:27])[C:18]([CH3:20])([CH3:19])[C:6]=1[C@@H:7]([O:45]C(C)=O)[C:8]([C@@:10]1([CH3:44])[C@H:15]([C@@H:16]2[O:28][C:29]([C:31]2[CH:36]=[CH:35][CH:34]=[CH:33][CH:32]=2)=[O:30])[C@:14]2([O:39][C:40]([CH3:42])=[O:41])[CH2:37][O:38][C@@H:13]2[CH2:12][C@@H:11]1[OH:43])=[O:9].C(OCC)(=O)C. Product: [CH3:4][C:5]1[C@@H:22]([OH:23])[CH2:21][C@:17]2([OH:27])[C:18]([CH3:19])([CH3:20])[C:6]=1[C@@H:7]([OH:45])[C:8]([C@@:10]1([CH3:44])[C@H:15]([C@@H:16]2[O:28][C:29]([C:31]2[CH:32]=[CH:33][CH:34]=[CH:35][CH:36]=2)=[O:30])[C@:14]2([O:39][C:40]([CH3:42])=[O:41])[CH2:37][O:38][C@@H:13]2[CH2:12][C@@H:11]1[OH:43])=[O:9]. The catalyst class is: 8. (7) Reactant: [CH3:1][O:2][C:3]1[CH:8]=[CH:7][C:6]([C:9]2[CH:17]=[C:16]3[C:12]([CH2:13][C:14](=[O:18])[NH:15]3)=[CH:11][CH:10]=2)=[CH:5][CH:4]=1.[CH:19]([C:21]1[NH:22][C:23]2[CH2:24][CH2:25][CH2:26][CH2:27][C:28]=2[C:29]=1[CH2:30][CH2:31][C:32]([OH:34])=[O:33])=O. Product: [CH3:1][O:2][C:3]1[CH:4]=[CH:5][C:6]([C:9]2[CH:17]=[C:16]3[C:12]([C:13](=[CH:19][C:21]4[NH:22][C:23]5[CH2:24][CH2:25][CH2:26][CH2:27][C:28]=5[C:29]=4[CH2:30][CH2:31][C:32]([OH:34])=[O:33])[C:14](=[O:18])[NH:15]3)=[CH:11][CH:10]=2)=[CH:7][CH:8]=1. The catalyst class is: 495.